From a dataset of Forward reaction prediction with 1.9M reactions from USPTO patents (1976-2016). Predict the product of the given reaction. (1) Given the reactants [Cl:1][C:2]1[CH:3]=[C:4]([C:9]([F:12])([F:11])[F:10])[CH:5]=[CH:6][C:7]=1I.C1(P(C2C=CC=CC=2)C2C=CC=CC=2)C=CC=CC=1.[CH2:32]([OH:35])[C:33]#[CH:34].C(N(C(C)C)CC)(C)C, predict the reaction product. The product is: [Cl:1][C:2]1[CH:3]=[C:4]([C:9]([F:12])([F:11])[F:10])[CH:5]=[CH:6][C:7]=1[C:34]#[C:33][CH2:32][OH:35]. (2) Given the reactants Br[C:2]1[CH:10]=[C:9]2[C:5]([CH2:6][CH2:7][C:8]2([CH3:12])[CH3:11])=[CH:4][C:3]=1[O:13][CH3:14].C([Li])CCC.C1C=CC(S(N(S(C2C=CC=CC=2)(=O)=O)[F:30])(=O)=O)=CC=1.O, predict the reaction product. The product is: [F:30][C:2]1[CH:10]=[C:9]2[C:5]([CH2:6][CH2:7][C:8]2([CH3:12])[CH3:11])=[CH:4][C:3]=1[O:13][CH3:14]. (3) Given the reactants [Cl:1][C:2]1[CH:32]=[CH:31][C:5]([CH2:6][N:7]2[C:11]3[CH:12]=[C:13]([N:17]4[CH2:22][CH2:21][NH:20][CH2:19][CH2:18]4)[C:14]([F:16])=[CH:15][C:10]=3[N:9]=[C:8]2[CH2:23][O:24][C:25]2[CH:30]=[CH:29][CH:28]=[CH:27][CH:26]=2)=[CH:4][CH:3]=1.[C:33](Cl)(=[O:38])[CH2:34][CH2:35][CH2:36][CH3:37], predict the reaction product. The product is: [Cl:1][C:2]1[CH:32]=[CH:31][C:5]([CH2:6][N:7]2[C:11]3[CH:12]=[C:13]([N:17]4[CH2:22][CH2:21][N:20]([C:33](=[O:38])[CH2:34][CH2:35][CH2:36][CH3:37])[CH2:19][CH2:18]4)[C:14]([F:16])=[CH:15][C:10]=3[N:9]=[C:8]2[CH2:23][O:24][C:25]2[CH:30]=[CH:29][CH:28]=[CH:27][CH:26]=2)=[CH:4][CH:3]=1. (4) Given the reactants C(OC([N:8]1[CH2:13][CH2:12][CH2:11][C@H:10]([NH:14][CH2:15][C:16]2[CH:17]=[C:18]3[C:22](=[CH:23][C:24]=2[O:25][CH3:26])[CH2:21][O:20][CH:19]3[C:27]([F:30])([F:29])[F:28])[C@@H:9]1[C:31]1[CH:36]=[CH:35][CH:34]=[CH:33][CH:32]=1)=O)(C)(C)C.[ClH:37], predict the reaction product. The product is: [ClH:37].[ClH:37].[CH3:26][O:25][C:24]1[CH:23]=[C:22]2[C:18]([CH:19]([C:27]([F:28])([F:29])[F:30])[O:20][CH2:21]2)=[CH:17][C:16]=1[CH2:15][NH:14][C@H:10]1[CH2:11][CH2:12][CH2:13][NH:8][C@H:9]1[C:31]1[CH:36]=[CH:35][CH:34]=[CH:33][CH:32]=1.